From a dataset of Full USPTO retrosynthesis dataset with 1.9M reactions from patents (1976-2016). Predict the reactants needed to synthesize the given product. (1) Given the product [O:58]1[C:62]2[CH:63]=[CH:64][C:65]([C:67](=[O:70])[CH2:68][S:13][C@H:10]3[C:11](=[O:12])[N:8]([C:5]4[CH:6]=[CH:7][C:2]([Cl:1])=[CH:3][CH:4]=4)[C@@H:9]3[C:24]3[CH:38]=[CH:37][C:27]([O:28][CH2:29][C:30]([OH:32])=[O:31])=[CH:26][CH:25]=3)=[CH:66][C:61]=2[O:60][CH2:59]1, predict the reactants needed to synthesize it. The reactants are: [Cl:1][C:2]1[CH:7]=[CH:6][C:5]([N:8]2[C:11](=[O:12])[C@H:10]([S:13]SC3C([N+]([O-])=O)=CC=CN=3)[C@H:9]2[C:24]2[CH:38]=[CH:37][C:27]([O:28][CH2:29][C:30]([O:32]C(C)(C)C)=[O:31])=[CH:26][CH:25]=2)=[CH:4][CH:3]=1.C1(P(C2C=CC=CC=2)C2C=CC=CC=2)C=CC=CC=1.[O:58]1[C:62]2[CH:63]=[CH:64][C:65]([C:67](=[O:70])[CH2:68]Br)=[CH:66][C:61]=2[O:60][CH2:59]1.CCN(CC)CC. (2) Given the product [Cl:1][C:2]1[CH:3]=[CH:4][C:5]([CH2:8][CH2:9][C:10]2[CH:15]=[CH:14][NH:13][C:12](=[O:16])[CH:11]=2)=[N:6][CH:7]=1, predict the reactants needed to synthesize it. The reactants are: [Cl:1][C:2]1[CH:3]=[CH:4][C:5]([CH2:8][CH2:9][C:10]2[CH:15]=[CH:14][N:13]=[C:12]([O:16]C)[CH:11]=2)=[N:6][CH:7]=1.Cl. (3) Given the product [CH2:1]([O:3][C:4]([C:6]1([C:13]2[CH:14]=[CH:15][CH:16]=[CH:17][CH:18]=2)[CH2:7][CH2:8][C:9](=[O:12])[CH:10]([Br:19])[CH2:11]1)=[O:5])[CH3:2], predict the reactants needed to synthesize it. The reactants are: [CH2:1]([O:3][C:4]([C:6]1([C:13]2[CH:18]=[CH:17][CH:16]=[CH:15][CH:14]=2)[CH2:11][CH2:10][C:9](=[O:12])[CH2:8][CH2:7]1)=[O:5])[CH3:2].[Br:19]C1CC(C(C)C)CCC1=O. (4) Given the product [NH2:1][C:2]1[C:3]2[N:4]([C:8]([C@H:12]3[CH2:17][CH2:16][C@H:15]([CH2:18][OH:19])[CH2:14][CH2:13]3)=[N:9][C:10]=2[C:27]2[CH:26]=[C:25]3[C:30]([C:21]([CH3:20])=[CH:22][C:23]([C:40]4[CH:45]=[CH:44][CH:43]=[CH:42][CH:41]=4)=[N:24]3)=[CH:29][CH:28]=2)[CH:5]=[CH:6][N:7]=1, predict the reactants needed to synthesize it. The reactants are: [NH2:1][C:2]1[C:3]2[N:4]([C:8]([CH:12]3[CH2:17][CH2:16][CH:15]([CH2:18][OH:19])[CH2:14][CH2:13]3)=[N:9][C:10]=2I)[CH:5]=[CH:6][N:7]=1.[CH3:20][C:21]1[C:30]2[C:25](=[CH:26][C:27](B3OC(C)(C)C(C)(C)C3)=[CH:28][CH:29]=2)[N:24]=[C:23]([C:40]2[CH:45]=[CH:44][CH:43]=[CH:42][CH:41]=2)[CH:22]=1.C(=O)([O-])[O-].[Cs+].[Cs+]. (5) The reactants are: CN([CH:4]=[O:5])C.[Na].[NH:7]1[CH:11]=[CH:10][N:9]=[C:8]1[CH2:12][NH2:13].[Cl:14][C:15]1[CH:16]=[C:17]([N:30]2[C:35](=[O:36])[NH:34][C:33](=[O:37])[CH:32]=[N:31]2)[CH:18]=[CH:19][C:20]=1[CH:21](Cl)[C:22]1[CH:27]=[CH:26][C:25]([Cl:28])=[CH:24][CH:23]=1. Given the product [Cl:14][C:15]1[CH:16]=[C:17]([N:30]2[C:35](=[O:36])[NH:34][C:33](=[O:37])[CH:32]=[N:31]2)[CH:18]=[CH:19][C:20]=1[CH:21]([C:22]1[CH:27]=[CH:26][C:25]([Cl:28])=[CH:24][CH:23]=1)[NH:7][CH2:8][CH2:4][OH:5].[Cl:14][C:15]1[CH:16]=[C:17]([N:30]2[C:35](=[O:36])[NH:34][C:33](=[O:37])[CH:32]=[N:31]2)[CH:18]=[CH:19][C:20]=1[CH:21]([C:22]1[CH:23]=[CH:24][C:25]([Cl:28])=[CH:26][CH:27]=1)[NH:13][CH2:12][C:8]1[NH:7][CH:11]=[CH:10][N:9]=1, predict the reactants needed to synthesize it. (6) The reactants are: [CH3:1][C:2]([C:4]1[CH:9]=[CH:8][C:7]([F:10])=[C:6]([NH2:11])[CH:5]=1)=[O:3].[CH:12]1([C:15](O)=[O:16])[CH2:14][CH2:13]1.CCN(C(C)C)C(C)C. Given the product [C:2]([C:4]1[CH:9]=[CH:8][C:7]([F:10])=[C:6]([NH:11][C:15]([CH:12]2[CH2:14][CH2:13]2)=[O:16])[CH:5]=1)(=[O:3])[CH3:1], predict the reactants needed to synthesize it. (7) Given the product [CH:1]1([N:6]2[CH2:12][C:11]([CH3:13])([CH3:14])[C:10](=[O:15])[N:9]([CH3:16])[C:8]3[CH:17]=[N:18][C:19]([NH:21][C:22]4[CH:34]=[CH:33][C:25]([C:26]([NH:28][CH:29]5[CH2:32][N:31]([CH3:39])[CH2:30]5)=[O:27])=[CH:24][C:23]=4[O:35][CH3:36])=[N:20][C:7]2=3)[CH2:2][CH2:3][CH2:4][CH2:5]1, predict the reactants needed to synthesize it. The reactants are: [CH:1]1([N:6]2[CH2:12][C:11]([CH3:14])([CH3:13])[C:10](=[O:15])[N:9]([CH3:16])[C:8]3[CH:17]=[N:18][C:19]([NH:21][C:22]4[CH:34]=[CH:33][C:25]([C:26]([NH:28][CH:29]5[CH2:32][NH:31][CH2:30]5)=[O:27])=[CH:24][C:23]=4[O:35][CH3:36])=[N:20][C:7]2=3)[CH2:5][CH2:4][CH2:3][CH2:2]1.C=O.[C:39]([BH3-])#N.[Na+].C([O-])(O)=O.[Na+].